Dataset: Catalyst prediction with 721,799 reactions and 888 catalyst types from USPTO. Task: Predict which catalyst facilitates the given reaction. The catalyst class is: 17. Product: [CH2:19]([C:22]1([S:25]([NH:1][C:2]2[C:3]([NH:10][C:11]3[CH:16]=[CH:15][C:14]([I:17])=[CH:13][C:12]=3[F:18])=[CH:4][C:5](=[O:9])[N:6]([CH3:8])[CH:7]=2)(=[O:27])=[O:26])[CH2:24][CH2:23]1)[CH:20]=[CH2:21]. Reactant: [NH2:1][C:2]1[C:3]([NH:10][C:11]2[CH:16]=[CH:15][C:14]([I:17])=[CH:13][C:12]=2[F:18])=[CH:4][C:5](=[O:9])[N:6]([CH3:8])[CH:7]=1.[CH2:19]([C:22]1([S:25](Cl)(=[O:27])=[O:26])[CH2:24][CH2:23]1)[CH:20]=[CH2:21].Cl.